This data is from Catalyst prediction with 721,799 reactions and 888 catalyst types from USPTO. The task is: Predict which catalyst facilitates the given reaction. (1) Reactant: [F:1][C:2]1[CH:7]=[CH:6][C:5]([N:8]2[CH:11]([C:12]3[CH:17]=[CH:16][C:15]([OH:18])=[CH:14][CH:13]=3)[CH:10]([CH2:19][CH2:20][CH:21]([C:23]3[CH:28]=[CH:27][C:26]([F:29])=[CH:25][CH:24]=3)[OH:22])[C:9]2=[O:30])=[CH:4][CH:3]=1.[C:31]([O:35][C:36](=[O:39])[CH2:37]Br)([CH3:34])([CH3:33])[CH3:32].C(=O)([O-])[O-].[Na+].[Na+].C(=O)([O-])[O-].[Cs+].[Cs+]. Product: [F:1][C:2]1[CH:3]=[CH:4][C:5]([N:8]2[CH:11]([C:12]3[CH:13]=[CH:14][C:15]([O:18][CH2:37][C:36]([O:35][C:31]([CH3:34])([CH3:33])[CH3:32])=[O:39])=[CH:16][CH:17]=3)[CH:10]([CH2:19][CH2:20][CH:21]([C:23]3[CH:24]=[CH:25][C:26]([F:29])=[CH:27][CH:28]=3)[OH:22])[C:9]2=[O:30])=[CH:6][CH:7]=1. The catalyst class is: 23. (2) The catalyst class is: 20. Product: [NH2:1][CH:4]1[CH2:10][CH2:9][C:8]([F:20])([C:11]2[N:15]([CH3:16])[N:14]=[CH:13][C:12]=2[N+:17]([O-:19])=[O:18])[CH2:7][CH2:6][CH:5]1[OH:21]. Reactant: [N:1]([CH:4]1[CH2:10][CH2:9][C:8]([F:20])([C:11]2[N:15]([CH3:16])[N:14]=[CH:13][C:12]=2[N+:17]([O-:19])=[O:18])[CH2:7][CH2:6][CH:5]1[OH:21])=[N+]=[N-].C1(P(C2C=CC=CC=2)C2C=CC=CC=2)C=CC=CC=1. (3) Reactant: C([O:3][CH2:4][CH2:5][O:6][NH:7][C:8]([C:10]1[CH:15]=[CH:14][N:13]2[CH:16]=[N:17][CH:18]=[C:12]2[C:11]=1[NH:19][C:20]1[CH:25]=[CH:24][C:23]([CH:26]2[CH2:29][CH2:28][CH2:27]2)=[CH:22][C:21]=1[F:30])=[O:9])=C.Cl. Product: [OH:3][CH2:4][CH2:5][O:6][NH:7][C:8]([C:10]1[CH:15]=[CH:14][N:13]2[CH:16]=[N:17][CH:18]=[C:12]2[C:11]=1[NH:19][C:20]1[CH:25]=[CH:24][C:23]([CH:26]2[CH2:29][CH2:28][CH2:27]2)=[CH:22][C:21]=1[F:30])=[O:9]. The catalyst class is: 5. (4) Reactant: [CH:1]1([CH2:4][N:5]2[CH2:10][CH2:9][CH:8]([N:11]3[CH2:14][CH:13]([NH:15]C(=O)OC(C)(C)C)[CH2:12]3)[CH2:7][CH2:6]2)[CH2:3][CH2:2]1.Cl. Product: [CH:1]1([CH2:4][N:5]2[CH2:10][CH2:9][CH:8]([N:11]3[CH2:12][CH:13]([NH2:15])[CH2:14]3)[CH2:7][CH2:6]2)[CH2:2][CH2:3]1. The catalyst class is: 5. (5) Product: [NH2:1][C:2]1[C:3]([I:16])=[C:4]([C:13]([N:17]2[CH2:22][CH2:21][O:20][CH2:19][CH2:18]2)=[O:14])[C:5]([I:12])=[C:6]([C:7]([N:17]2[CH2:22][CH2:21][O:20][CH2:19][CH2:18]2)=[O:8])[C:10]=1[I:11]. Reactant: [NH2:1][C:2]1[C:3]([I:16])=[C:4]([C:13](Cl)=[O:14])[C:5]([I:12])=[C:6]([C:10]=1[I:11])[C:7](Cl)=[O:8].[NH:17]1[CH2:22][CH2:21][O:20][CH2:19][CH2:18]1. The catalyst class is: 1. (6) Reactant: [NH2:1][CH2:2][C:3]1[C:4]([N:13]([CH3:15])[CH3:14])=[N:5][C:6]([C:9]([F:12])([F:11])[F:10])=[CH:7][CH:8]=1.C1N=CN([C:21](N2C=NC=C2)=[O:22])C=1.[NH2:28][C:29]1[C:34]2[O:35][CH2:36][C:37](=[O:39])[NH:38][C:33]=2[CH:32]=[CH:31][CH:30]=1. Product: [CH3:14][N:13]([CH3:15])[C:4]1[C:3]([CH2:2][NH:1][C:21]([NH:28][C:29]2[C:34]3[O:35][CH2:36][C:37](=[O:39])[NH:38][C:33]=3[CH:32]=[CH:31][CH:30]=2)=[O:22])=[CH:8][CH:7]=[C:6]([C:9]([F:10])([F:11])[F:12])[N:5]=1. The catalyst class is: 118.